Dataset: Forward reaction prediction with 1.9M reactions from USPTO patents (1976-2016). Task: Predict the product of the given reaction. (1) Given the reactants [CH3:1][C@@H:2]([NH:5][C:6](=[O:19])[C:7]1[CH:12]=[C:11](F)[CH:10]=[C:9]([C:14]([F:17])([F:16])[F:15])[C:8]=1[Cl:18])[C:3]#[CH:4].[N:20]([C:23]1[N:28]=[CH:27][C:26]([F:29])=[CH:25][N:24]=1)=[N+:21]=[N-:22].[CH2:30](Br)[CH:31]=[CH2:32].C([O-])([O-])=O.[Cs+].[Cs+], predict the reaction product. The product is: [CH2:32]([C:4]1[N:20]([C:23]2[N:28]=[CH:27][C:26]([F:29])=[CH:25][N:24]=2)[N:21]=[N:22][C:3]=1[C@H:2]([NH:5][C:6](=[O:19])[C:7]1[CH:12]=[CH:11][CH:10]=[C:9]([C:14]([F:17])([F:16])[F:15])[C:8]=1[Cl:18])[CH3:1])[CH:31]=[CH2:30]. (2) Given the reactants [F:1][C:2]([F:17])([F:16])[C:3]1[C:8]([C:9]#[C:10][Si](C)(C)C)=[CH:7][N:6]=[C:5]([NH2:15])[CH:4]=1.C([O-])([O-])=O.[K+].[K+], predict the reaction product. The product is: [C:9]([C:8]1[C:3]([C:2]([F:17])([F:1])[F:16])=[CH:4][C:5]([NH2:15])=[N:6][CH:7]=1)#[CH:10]. (3) Given the reactants O[C@@H:2]1[CH2:6][N:5]([C:7]([O:9][C:10]([CH3:13])([CH3:12])[CH3:11])=[O:8])[C@@H:4]([CH2:14][O:15][CH2:16][CH2:17][CH2:18][O:19][C:20]2[CH:25]=[CH:24][CH:23]=[CH:22][CH:21]=2)[CH2:3]1.C(N(CC)CC)C.S(Cl)(C)(=O)=O.[N-:38]=[N+:39]=[N-:40], predict the reaction product. The product is: [N:38]([C@H:2]1[CH2:6][N:5]([C:7]([O:9][C:10]([CH3:13])([CH3:12])[CH3:11])=[O:8])[C@@H:4]([CH2:14][O:15][CH2:16][CH2:17][CH2:18][O:19][C:20]2[CH:25]=[CH:24][CH:23]=[CH:22][CH:21]=2)[CH2:3]1)=[N+:39]=[N-:40]. (4) Given the reactants [C:1]([N:11]1[CH2:15][CH2:14][C@H:13]([NH2:16])[CH2:12]1)([O:3][CH2:4][C:5]1[CH:10]=[CH:9][CH:8]=[CH:7][CH:6]=1)=[O:2].[C:17]1(=O)[CH2:22][CH2:21][CH2:20][CH2:19][CH2:18]1.[BH-](OC(C)=O)(OC(C)=O)OC(C)=O.[Na+], predict the reaction product. The product is: [C:1]([N:11]1[CH2:15][CH2:14][C@H:13]([NH:16][CH:17]2[CH2:22][CH2:21][CH2:20][CH2:19][CH2:18]2)[CH2:12]1)([O:3][CH2:4][C:5]1[CH:10]=[CH:9][CH:8]=[CH:7][CH:6]=1)=[O:2]. (5) Given the reactants [NH:1]1[CH2:6][CH2:5][CH:4]([NH:7][C:8]([C:10]2[C:14]3[N:15]=[CH:16][N:17]=[C:18]([C:19]4[C:27]5[O:26][CH2:25][O:24][C:23]=5[CH:22]=[CH:21][C:20]=4[O:28][CH2:29][CH2:30][CH3:31])[C:13]=3[NH:12][CH:11]=2)=[O:9])[CH2:3][CH2:2]1.Cl[C:33]([C@@H:35]([O:37]C(=O)C)[CH3:36])=[O:34], predict the reaction product. The product is: [OH:37][C@@H:35]([CH3:36])[C:33]([N:1]1[CH2:6][CH2:5][CH:4]([NH:7][C:8]([C:10]2[C:14]3[N:15]=[CH:16][N:17]=[C:18]([C:19]4[C:27]5[O:26][CH2:25][O:24][C:23]=5[CH:22]=[CH:21][C:20]=4[O:28][CH2:29][CH2:30][CH3:31])[C:13]=3[NH:12][CH:11]=2)=[O:9])[CH2:3][CH2:2]1)=[O:34]. (6) Given the reactants C(O[C:6]([C:8]1[N:13]=[C:12](O)[C:11]2[CH:15]=[C:16]([S:18][C:19]3[CH:24]=[CH:23][CH:22]=[CH:21][CH:20]=3)[S:17][C:10]=2[C:9]=1[OH:25])=[O:7])CCC.C([O:30][C:31]([C:33]1C(O)=C2C=C(SC3C=CC=CC=3)SC2=C(O)[N:38]=1)=[O:32])CCC, predict the reaction product. The product is: [OH:25][C:9]1[C:10]2[S:17][C:16]([S:18][C:19]3[CH:20]=[CH:21][CH:22]=[CH:23][CH:24]=3)=[CH:15][C:11]=2[CH:12]=[N:13][C:8]=1[C:6]([NH:38][CH2:33][C:31]([OH:32])=[O:30])=[O:7]. (7) Given the reactants [F:1][C:2]([F:19])([F:18])[O:3][C:4]1[CH:9]=[CH:8][C:7]([C:10]2[N:15]=[CH:14][C:13]([CH:16]=[O:17])=[CH:12][CH:11]=2)=[CH:6][CH:5]=1.[BH4-].[Na+], predict the reaction product. The product is: [F:19][C:2]([F:1])([F:18])[O:3][C:4]1[CH:5]=[CH:6][C:7]([C:10]2[N:15]=[CH:14][C:13]([CH2:16][OH:17])=[CH:12][CH:11]=2)=[CH:8][CH:9]=1.